From a dataset of Full USPTO retrosynthesis dataset with 1.9M reactions from patents (1976-2016). Predict the reactants needed to synthesize the given product. (1) The reactants are: [N:1]1[CH:6]=[CH:5][CH:4]=[C:3](B(CC)CC)[CH:2]=1.C(=O)([O-])[O-].[Na+].[Na+].Br[C:19]1[CH:20]=[C:21]2[C:25](=[CH:26][C:27]=1[C:28]1[CH:33]=[CH:32][C:31]([O:34][CH2:35][C:36]3[CH:41]=[CH:40][CH:39]=[CH:38][CH:37]=3)=[CH:30][CH:29]=1)[N:24]([CH2:42][O:43][CH2:44][CH2:45][Si:46]([CH3:49])([CH3:48])[CH3:47])[N:23]=[C:22]2[NH:50][C:51](=[O:55])[CH2:52][CH2:53][CH3:54].C(OCC)(=O)C. Given the product [N:1]1[CH:6]=[CH:5][CH:4]=[C:3]([C:19]2[CH:20]=[C:21]3[C:25](=[CH:26][C:27]=2[C:28]2[CH:29]=[CH:30][C:31]([O:34][CH2:35][C:36]4[CH:41]=[CH:40][CH:39]=[CH:38][CH:37]=4)=[CH:32][CH:33]=2)[N:24]([CH2:42][O:43][CH2:44][CH2:45][Si:46]([CH3:47])([CH3:48])[CH3:49])[N:23]=[C:22]3[NH:50][C:51](=[O:55])[CH2:52][CH2:53][CH3:54])[CH:2]=1, predict the reactants needed to synthesize it. (2) Given the product [Cl:20][C:17]1[CH:16]=[CH:15][C:14]([NH:13][C:11](=[O:12])[NH2:10])=[CH:19][CH:18]=1, predict the reactants needed to synthesize it. The reactants are: C(C1C=C([NH:10][C:11]([NH:13][C:14]2[CH:19]=[CH:18][C:17]([Cl:20])=[CH:16][CH:15]=2)=[O:12])N(C2C=C(C=CC=2)C(OCC)=O)N=1)(C)(C)C.[H-].[H-].[H-].[H-].[Li+].[Al+3]. (3) Given the product [NH2:8][C:9]1[N:14]=[C:13]([CH2:15][CH2:16][NH:17][C:25]2[CH:26]=[CH:27][C:28]([NH:31][C:32]([C:34]3[CH2:39][CH2:38][CH2:37][CH2:36][C:35]=3[C:40]3[CH:41]=[CH:42][C:43]([C:46]([F:49])([F:47])[F:48])=[CH:44][CH:45]=3)=[O:33])=[CH:29][CH:30]=2)[CH:12]=[CH:11][CH:10]=1, predict the reactants needed to synthesize it. The reactants are: C(OC([NH:8][C:9]1[N:14]=[C:13]([CH2:15][CH2:16][N:17]([C:25]2[CH:30]=[CH:29][C:28]([NH:31][C:32]([C:34]3[CH2:39][CH2:38][CH2:37][CH2:36][C:35]=3[C:40]3[CH:45]=[CH:44][C:43]([C:46]([F:49])([F:48])[F:47])=[CH:42][CH:41]=3)=[O:33])=[CH:27][CH:26]=2)C(=O)OC(C)(C)C)[CH:12]=[CH:11][CH:10]=1)=O)(C)(C)C.FC(F)(F)C(O)=O. (4) Given the product [Cl:34][C:31]1[CH:32]=[CH:33][C:28](/[CH:27]=[N:26]/[NH:25][C:23]([C:12]2[CH:13]=[C:14]([N:17]3[CH2:18][CH2:19][CH2:20][CH2:21][CH2:22]3)[CH:15]=[CH:16][C:11]=2[NH:10][C:8](=[O:9])[C:7]2[CH:39]=[CH:40][CH:41]=[C:5]([CH2:4][N:1]3[CH:56]=[C:55]([CH2:54][N:45]4[C:46](=[O:53])[C:47]5[N:48]([CH3:52])[CH:49]=[N:50][C:51]=5[N:43]([CH3:42])[C:44]4=[O:57])[N:3]=[N:2]3)[CH:6]=2)=[O:24])=[CH:29][C:30]=1[C:35]([F:38])([F:36])[F:37], predict the reactants needed to synthesize it. The reactants are: [N:1]([CH2:4][C:5]1[CH:6]=[C:7]([CH:39]=[CH:40][CH:41]=1)[C:8]([NH:10][C:11]1[CH:16]=[CH:15][C:14]([N:17]2[CH2:22][CH2:21][CH2:20][CH2:19][CH2:18]2)=[CH:13][C:12]=1[C:23]([NH:25]/[N:26]=[CH:27]/[C:28]1[CH:33]=[CH:32][C:31]([Cl:34])=[C:30]([C:35]([F:38])([F:37])[F:36])[CH:29]=1)=[O:24])=[O:9])=[N+:2]=[N-:3].[CH3:42][N:43]1[C:51]2[N:50]=[CH:49][N:48]([CH3:52])[C:47]=2[C:46](=[O:53])[N:45]([CH2:54][C:55]#[CH:56])[C:44]1=[O:57]. (5) Given the product [O:11]=[CH:12][C:13]([C:32]1[CH:37]=[CH:36][CH:35]=[CH:34][CH:33]=1)([C:26]1[CH:27]=[CH:28][CH:29]=[CH:30][CH:31]=1)[CH2:14][NH:15][C:16](=[O:25])[O:17][CH2:18][C:19]1[CH:24]=[CH:23][CH:22]=[CH:21][CH:20]=1, predict the reactants needed to synthesize it. The reactants are: C(Cl)(=O)C(Cl)=O.CS(C)=O.[OH:11][CH2:12][C:13]([C:32]1[CH:37]=[CH:36][CH:35]=[CH:34][CH:33]=1)([C:26]1[CH:31]=[CH:30][CH:29]=[CH:28][CH:27]=1)[CH2:14][NH:15][C:16](=[O:25])[O:17][CH2:18][C:19]1[CH:24]=[CH:23][CH:22]=[CH:21][CH:20]=1.C(N(CC)CC)C.